Dataset: Reaction yield outcomes from USPTO patents with 853,638 reactions. Task: Predict the reaction yield, written as a fraction of the theoretical maximum amount of product (1.0 means a 100% yield; for example, 0.34 means a 34% yield). (1) The reactants are [NH:1]1[C:5]2[CH:6]=[CH:7][CH:8]=[CH:9][C:4]=2[N:3]=[N:2]1.CCN(CC)CC.[CH2:17]([O:19][C:20](=[O:31])[CH:21]([C:28](Cl)=[O:29])[CH:22]1[CH2:27][CH2:26][CH2:25][CH2:24][CH2:23]1)[CH3:18]. The catalyst is C(Cl)Cl. The product is [CH2:17]([O:19][C:20](=[O:31])[CH:21]([CH:22]1[CH2:27][CH2:26][CH2:25][CH2:24][CH2:23]1)[C:28]([N:1]1[C:5]2[CH:6]=[CH:7][CH:8]=[CH:9][C:4]=2[N:3]=[N:2]1)=[O:29])[CH3:18]. The yield is 0.250. (2) The reactants are [Br:1]Br.[C:3]([C:6]1[CH:11]=[CH:10][CH:9]=[CH:8][N:7]=1)(=[O:5])[CH3:4]. The catalyst is Br.CC(O)=O.CCOCC. The product is [BrH:1].[Br:1][CH2:4][C:3]([C:6]1[CH:11]=[CH:10][CH:9]=[CH:8][N:7]=1)=[O:5]. The yield is 0.900. (3) The reactants are [NH2:1][C:2]1[O:6][C:5]([C:7]2[CH:15]=[C:14]([C:16]3[CH:21]=[CH:20][N:19]=[CH:18][CH:17]=3)[CH:13]=[C:12]3[C:8]=2[CH2:9][CH2:10][N:11]3[C:22](=[O:35])[C@@H:23]([NH:31]C(=O)[O-])[CH2:24][C:25]2[CH:30]=[CH:29][CH:28]=[CH:27][CH:26]=2)=[N:4][N:3]=1.C(O)(C(F)(F)F)=O. The catalyst is C(Cl)Cl. The product is [NH2:31][C@@H:23]([CH2:24][C:25]1[CH:26]=[CH:27][CH:28]=[CH:29][CH:30]=1)[C:22]([N:11]1[C:12]2[C:8](=[C:7]([C:5]3[O:6][C:2]([NH2:1])=[N:3][N:4]=3)[CH:15]=[C:14]([C:16]3[CH:21]=[CH:20][N:19]=[CH:18][CH:17]=3)[CH:13]=2)[CH2:9][CH2:10]1)=[O:35]. The yield is 1.00. (4) The catalyst is COCCOC. The reactants are Cl[C:2]1[N:3]=[N+:4]([O-:13])[C:5]2[CH:11]=[C:10]([CH3:12])[CH:9]=[CH:8][C:6]=2[N:7]=1.[NH2:14][CH2:15][CH2:16][CH2:17][N:18]([CH3:30])[CH2:19][CH2:20][CH2:21][NH:22][C:23](=[O:29])[O:24][C:25]([CH3:28])([CH3:27])[CH3:26].CCN(CC)CC. The product is [CH3:30][N:18]([CH2:17][CH2:16][CH2:15][NH:14][C:2]1[N:3]=[N+:4]([O-:13])[C:5]2[CH:11]=[C:10]([CH3:12])[CH:9]=[CH:8][C:6]=2[N:7]=1)[CH2:19][CH2:20][CH2:21][NH:22][C:23](=[O:29])[O:24][C:25]([CH3:28])([CH3:27])[CH3:26]. The yield is 0.930. (5) The reactants are N1C=CC=CC=1.Cl[C:8]([O:10][CH2:11][Cl:12])=[O:9].[CH2:13]([OH:19])[CH2:14][O:15][CH2:16][CH2:17][OH:18]. The catalyst is ClCCl. The product is [Cl:12][CH2:11][O:10][C:8]([O:19][CH2:13][CH2:14][O:15][CH2:16][CH2:17][O:18][C:8]([O:10][CH2:11][Cl:12])=[O:9])=[O:9]. The yield is 0.860. (6) The reactants are [N:1]1[CH:6]=[CH:5][CH:4]=[CH:3][C:2]=1[CH2:7][NH:8][CH2:9][C:10]1[CH:15]=[CH:14][C:13](/[CH:16]=[CH:17]/[CH:18]([C:23]2[CH:28]=[C:27]([Cl:29])[C:26]([Cl:30])=[C:25]([Cl:31])[CH:24]=2)[C:19]([F:22])([F:21])[F:20])=[CH:12][C:11]=1[C:32]([F:35])([F:34])[F:33].[CH:36]1([C:39](Cl)=[O:40])[CH2:38][CH2:37]1. The catalyst is C(Cl)Cl. The product is [N:1]1[CH:6]=[CH:5][CH:4]=[CH:3][C:2]=1[CH2:7][N:8]([CH2:9][C:10]1[CH:15]=[CH:14][C:13](/[CH:16]=[CH:17]/[CH:18]([C:23]2[CH:28]=[C:27]([Cl:29])[C:26]([Cl:30])=[C:25]([Cl:31])[CH:24]=2)[C:19]([F:22])([F:21])[F:20])=[CH:12][C:11]=1[C:32]([F:35])([F:34])[F:33])[C:39]([CH:36]1[CH2:38][CH2:37]1)=[O:40]. The yield is 0.500. (7) The reactants are [CH:1]1([CH2:4][CH2:5][C:6]2([CH3:19])[C:15]3[C:10](=[CH:11][CH:12]=[CH:13][CH:14]=3)[C:9](=[O:16])[CH:8]=[C:7]2[O:17]C)[CH2:3][CH2:2]1.[OH-].[Na+].Cl. The catalyst is O1CCOCC1.O. The product is [CH:1]1([CH2:4][CH2:5][C:6]2([CH3:19])[C:15]3[C:10](=[CH:11][CH:12]=[CH:13][CH:14]=3)[C:9]([OH:16])=[CH:8][C:7]2=[O:17])[CH2:3][CH2:2]1. The yield is 0.640. (8) The reactants are ClC[C:3]1[N:4]=[C:5]([C:8]2[CH:13]=[CH:12][CH:11]=[CH:10][CH:9]=2)[S:6][CH:7]=1.Cl.[CH3:15][O:16][C:17]1[CH:22]=[CH:21][CH:20]=[C:19]([N+:23]([O-:25])=[O:24])[C:18]=1[N:26]([CH2:31][CH2:32][CH3:33])[CH2:27][CH2:28][NH:29][CH3:30].C(=O)([O-])[O-].[Na+].[Na+].O. The catalyst is CN(C=O)C.C(OCC)(=O)C.CO. The product is [CH3:15][O:16][C:17]1[CH:22]=[CH:21][CH:20]=[C:19]([N+:23]([O-:25])=[O:24])[C:18]=1[N:26]1[CH2:31][CH2:32][CH2:33][N:29]([CH2:30][C:7]2[S:6][C:5]([C:8]3[CH:9]=[CH:10][CH:11]=[CH:12][CH:13]=3)=[N:4][CH:3]=2)[CH2:28][CH2:27]1. The yield is 0.400. (9) The reactants are CN(C(ON1N=NC2C=CC=NC1=2)=[N+](C)C)C.F[P-](F)(F)(F)(F)F.[F:25][C:26]1[CH:31]=[CH:30][C:29]([C:32]2[O:33][C:34]3[CH:44]=[CH:43][C:42]([C:45]4[CH:46]=[C:47]([CH:51]=[CH:52][CH:53]=4)[C:48](O)=[O:49])=[CH:41][C:35]=3[C:36]=2[C:37](=[O:40])[NH:38][CH3:39])=[CH:28][CH:27]=1.Cl.[NH2:55][C:56]([CH3:62])([CH3:61])[C:57]([O:59]C)=[O:58].CCN(C(C)C)C(C)C. The catalyst is ClCCCl.CN(C=O)C. The product is [F:25][C:26]1[CH:31]=[CH:30][C:29]([C:32]2[O:33][C:34]3[CH:44]=[CH:43][C:42]([C:45]4[CH:46]=[C:47]([CH:51]=[CH:52][CH:53]=4)[C:48]([NH:55][C:56]([CH3:62])([CH3:61])[C:57]([OH:59])=[O:58])=[O:49])=[CH:41][C:35]=3[C:36]=2[C:37](=[O:40])[NH:38][CH3:39])=[CH:28][CH:27]=1. The yield is 1.10.